From a dataset of Reaction yield outcomes from USPTO patents with 853,638 reactions. Predict the reaction yield, written as a fraction of the theoretical maximum amount of product (1.0 means a 100% yield; for example, 0.34 means a 34% yield). (1) The reactants are [Si]([O:8][CH2:9][C@@H:10]1[C@H:14]2[O:15][C:16]([CH3:19])([CH3:18])[O:17][C@H:13]2[C@H:12]([NH:20][C:21]2[CH:26]=[C:25]([C:27]#[C:28][C:29]3[CH:34]=[CH:33][CH:32]=[CH:31][CH:30]=3)[N:24]=[CH:23][N:22]=2)[CH2:11]1)(C(C)(C)C)(C)C.F.N1C=CC=CC=1. The catalyst is C1COCC1.N1C=CC=CC=1. The product is [CH3:18][C:16]1([CH3:19])[O:17][C@H:13]2[C@H:12]([NH:20][C:21]3[CH:26]=[C:25]([C:27]#[C:28][C:29]4[CH:34]=[CH:33][CH:32]=[CH:31][CH:30]=4)[N:24]=[CH:23][N:22]=3)[CH2:11][C@H:10]([CH2:9][OH:8])[C@H:14]2[O:15]1. The yield is 0.820. (2) The reactants are [I:1][C@H:2]1[C@@H:15]([OH:16])[C@H:14]([OH:17])[C@@H:13]([CH2:18][OH:19])[O:12][C@@H:3]1[O:4][Si](CC)(CC)CC.C([Si](CC)(CC)O[C@@H]1O[C@H](CO)[C@@H](O)[C@H](O)[C@@H]1I)C.O.FC(F)(F)C(O)=O. The catalyst is C1COCC1. The product is [I:1][C@@H:2]([C@H:15]([C@@H:14]([C@@H:13]([CH2:18][OH:19])[OH:12])[OH:17])[OH:16])[CH:3]=[O:4]. The yield is 0.900. (3) The catalyst is C1COCC1.CCOC(C)=O. The product is [CH2:1]([O:3][C:4]([CH:6]1[CH2:7][CH2:8][N:9]([C:12]2[O:13][C:16]([CH3:17])=[N:15][N:14]=2)[CH2:10][CH2:11]1)=[O:5])[CH3:2]. The reactants are [CH2:1]([O:3][C:4]([CH:6]1[CH2:11][CH2:10][N:9]([C:12]([NH:14][NH2:15])=[O:13])[CH2:8][CH2:7]1)=[O:5])[CH3:2].[C:16](OC(=O)C)(=O)[CH3:17].P(Cl)(Cl)(Cl)=O.C(=O)([O-])[O-].[Na+].[Na+]. The yield is 0.200. (4) The yield is 0.0400. The reactants are [NH2:1][C:2]1[CH:3]=[C:4]([CH:9]=[CH:10][C:11]=1[O:12][CH3:13])[C:5]([O:7][CH3:8])=[O:6].[OH:14][C:15]1[CH:20]=[C:19]([CH3:21])[O:18][C:17](=O)[CH:16]=1.C([O-])([O-])=O.[Na+].[Na+]. The product is [OH:14][C:15]1[CH:20]=[C:19]([CH3:21])[N:1]([C:2]2[CH:3]=[C:4]([CH:9]=[CH:10][C:11]=2[O:12][CH3:13])[C:5]([O:7][CH3:8])=[O:6])[C:17](=[O:18])[CH:16]=1. The catalyst is ClC1C=CC=CC=1Cl. (5) The reactants are CCCCCC.Br[C:8]1[CH:13]=[CH:12][C:11]([O:14][CH2:15][CH3:16])=[CH:10][C:9]=1[CH3:17].[CH2:18]([O:25][C@@H:26]1[C@@H:32]([O:33][CH2:34][C:35]2[CH:40]=[CH:39][CH:38]=[CH:37][CH:36]=2)[C@H:31]([O:41][CH2:42][C:43]2[CH:48]=[CH:47][CH:46]=[CH:45][CH:44]=2)[C@@H:30]([CH2:49][O:50][CH2:51][C:52]2[CH:57]=[CH:56][CH:55]=[CH:54][CH:53]=2)[S:29][C:27]1([C:58]1[CH:63]=[CH:62][C:61]([Cl:64])=[C:60]([CH:65]=[O:66])[CH:59]=1)[OH:28])[C:19]1[CH:24]=[CH:23][CH:22]=[CH:21][CH:20]=1.[Cl-].[NH4+]. The catalyst is O1CCCC1. The product is [CH2:18]([O:25][C@@H:26]1[C@@H:32]([O:33][CH2:34][C:35]2[CH:36]=[CH:37][CH:38]=[CH:39][CH:40]=2)[C@H:31]([O:41][CH2:42][C:43]2[CH:48]=[CH:47][CH:46]=[CH:45][CH:44]=2)[C@@H:30]([CH2:49][O:50][CH2:51][C:52]2[CH:53]=[CH:54][CH:55]=[CH:56][CH:57]=2)[S:29][C:27]1([C:58]1[CH:63]=[CH:62][C:61]([Cl:64])=[C:60]([CH:65]([C:8]2[CH:13]=[CH:12][C:11]([O:14][CH2:15][CH3:16])=[CH:10][C:9]=2[CH3:17])[OH:66])[CH:59]=1)[OH:28])[C:19]1[CH:20]=[CH:21][CH:22]=[CH:23][CH:24]=1. The yield is 0.950. (6) The reactants are [C:1]1([N:7]2[C:19]3[CH:18]=[C:17]4[C:20]5[C:25]([C:26]6[CH:27]=[CH:28][CH:29]=[CH:30][C:31]=6[C:16]4=[CH:15][C:14]=3[C:13]3[CH:12]=[C:11](B4OC(C)(C)C(C)(C)O4)[CH:10]=[CH:9][C:8]2=3)=[CH:24][CH:23]=[CH:22][CH:21]=5)[CH:6]=[CH:5][CH:4]=[CH:3][CH:2]=1.Br[C:42]1[CH:47]=[CH:46][CH:45]=[CH:44][C:43]=1[N+:48]([O-:50])=[O:49].C([O-])([O-])=O.[Na+].[Na+].CCO. The catalyst is C1C=CC([P]([Pd]([P](C2C=CC=CC=2)(C2C=CC=CC=2)C2C=CC=CC=2)([P](C2C=CC=CC=2)(C2C=CC=CC=2)C2C=CC=CC=2)[P](C2C=CC=CC=2)(C2C=CC=CC=2)C2C=CC=CC=2)(C2C=CC=CC=2)C2C=CC=CC=2)=CC=1.C1(C)C=CC=CC=1. The product is [N+:48]([C:43]1[CH:44]=[CH:45][CH:46]=[CH:47][C:42]=1[C:11]1[CH:10]=[CH:9][C:8]2[N:7]([C:1]3[CH:2]=[CH:3][CH:4]=[CH:5][CH:6]=3)[C:19]3[CH:18]=[C:17]4[C:20]5[C:25]([C:26]6[CH:27]=[CH:28][CH:29]=[CH:30][C:31]=6[C:16]4=[CH:15][C:14]=3[C:13]=2[CH:12]=1)=[CH:24][CH:23]=[CH:22][CH:21]=5)([O-:50])=[O:49]. The yield is 0.690. (7) The reactants are [Cl:1][C:2]1[NH:3][C:4]([C:11]2[CH:16]=[CH:15][CH:14]=[CH:13][CH:12]=2)=[CH:5][C:6]=1[C:7]([O:9][CH3:10])=[O:8].C(CC(OC)=O)#N.C(Br)C(C1C=CC=CC=1)=O.[O-]S(C(F)(F)[F:39])(=O)=O.ClC1C=CC=C(Cl)[N+]=1F. The catalyst is C(#N)C. The product is [Cl:1][C:2]1[NH:3][C:4]([C:11]2[CH:16]=[CH:15][CH:14]=[CH:13][CH:12]=2)=[C:5]([F:39])[C:6]=1[C:7]([O:9][CH3:10])=[O:8]. The yield is 0.160. (8) The reactants are Cl[C:2]1[N:3]([CH2:28][CH2:29][CH3:30])[C:4](=[O:27])[C:5]2[NH:6][C:7]([C:11]3[CH:12]=[N:13][N:14]([CH2:16][C:17]4[CH:22]=[CH:21][CH:20]=[C:19]([C:23]([F:26])([F:25])[F:24])[CH:18]=4)[CH:15]=3)=[N:8][C:9]=2[N:10]=1.[NH3:31]. No catalyst specified. The product is [NH2:31][C:2]1[N:3]([CH2:28][CH2:29][CH3:30])[C:4](=[O:27])[C:5]2[NH:6][C:7]([C:11]3[CH:12]=[N:13][N:14]([CH2:16][C:17]4[CH:22]=[CH:21][CH:20]=[C:19]([C:23]([F:26])([F:25])[F:24])[CH:18]=4)[CH:15]=3)=[N:8][C:9]=2[N:10]=1. The yield is 0.410. (9) The catalyst is C1C=CC(P(C2C=CC=CC=2)[C-]2C=CC=C2)=CC=1.C1C=CC(P(C2C=CC=CC=2)[C-]2C=CC=C2)=CC=1.Cl[Pd]Cl.[Fe+2].C(Cl)Cl. The yield is 0.0900. The reactants are Br[C:2]1[N:7]=[C:6]([C:8]([OH:10])=[O:9])[C:5]([F:11])=[CH:4][CH:3]=1.[F:12][C:13]1[CH:18]=[C:17]([O:19][CH3:20])[CH:16]=[C:15]([F:21])[C:14]=1B(O)O. The product is [F:12][C:13]1[CH:18]=[C:17]([O:19][CH3:20])[CH:16]=[C:15]([F:21])[C:14]=1[C:2]1[N:7]=[C:6]([C:8]([OH:10])=[O:9])[C:5]([F:11])=[CH:4][CH:3]=1.